This data is from Reaction yield outcomes from USPTO patents with 853,638 reactions. The task is: Predict the reaction yield, written as a fraction of the theoretical maximum amount of product (1.0 means a 100% yield; for example, 0.34 means a 34% yield). (1) The reactants are Cl.[C:2]1([C@@H:8]2[CH2:10][C@H:9]2[NH2:11])[CH:7]=[CH:6][CH:5]=[CH:4][CH:3]=1.[C:12](=O)([O-])[O-:13].[K+].[K+]. The catalyst is O. The product is [C:2]1([C@@H:8]2[CH2:10][C@H:9]2[NH:11][CH:12]=[O:13])[CH:7]=[CH:6][CH:5]=[CH:4][CH:3]=1. The yield is 0.910. (2) The reactants are [N:1]1[N:5]2[CH:6]=[CH:7][CH:8]=[N:9][C:4]2=[CH:3][C:2]=1[C:10]([OH:12])=O.[NH2:13][CH2:14][CH2:15][N:16]1[CH:20]=[CH:19][C:18]([C:21]2[CH:28]=[CH:27][C:24]([C:25]#[N:26])=[C:23]([Cl:29])[CH:22]=2)=[N:17]1. No catalyst specified. The product is [Cl:29][C:23]1[CH:22]=[C:21]([C:18]2[CH:19]=[CH:20][N:16]([CH2:15][CH2:14][NH:13][C:10]([C:2]3[CH:3]=[C:4]4[N:9]=[CH:8][CH:7]=[CH:6][N:5]4[N:1]=3)=[O:12])[N:17]=2)[CH:28]=[CH:27][C:24]=1[C:25]#[N:26]. The yield is 0.120. (3) The reactants are [CH3:1][S:2][CH2:3][CH2:4][NH:5][C:6]([C:8]1[S:12][C:11]([C:13]2[CH:14]=[N:15][CH:16]=[CH:17][CH:18]=2)=[N:10][C:9]=1[C:19]([F:22])([F:21])[F:20])=[O:7].[H-].[Na+].[CH2:25](I)[CH3:26].O. The catalyst is CN(C)C=O.C(OCC)(=O)C. The product is [CH2:25]([N:5]([CH2:4][CH2:3][S:2][CH3:1])[C:6]([C:8]1[S:12][C:11]([C:13]2[CH:14]=[N:15][CH:16]=[CH:17][CH:18]=2)=[N:10][C:9]=1[C:19]([F:20])([F:22])[F:21])=[O:7])[CH3:26]. The yield is 0.520. (4) The reactants are C1C=C(Cl)C=C(C(OO)=O)C=1.[Cl:12][C:13]1[CH:18]=[CH:17][CH:16]=[C:15]([Cl:19])[C:14]=1[N:20]1[CH:31]=[CH:30][C:23]2[N:24]=[C:25](SC)[N:26]=[CH:27][C:22]=2[C:21]1=[O:32].CCN(C(C)C)C(C)C.[NH2:42][C:43]1[CH:48]=[CH:47][C:46]([N:49]2[CH2:54][CH2:53][N:52]([C:55]([O:57][C:58]([CH3:61])([CH3:60])[CH3:59])=[O:56])[CH2:51][CH2:50]2)=[CH:45][CH:44]=1. The catalyst is C(Cl)Cl.C1(C)C=CC=CC=1. The product is [Cl:12][C:13]1[CH:18]=[CH:17][CH:16]=[C:15]([Cl:19])[C:14]=1[N:20]1[CH:31]=[CH:30][C:23]2[N:24]=[C:25]([NH:42][C:43]3[CH:48]=[CH:47][C:46]([N:49]4[CH2:54][CH2:53][N:52]([C:55]([O:57][C:58]([CH3:61])([CH3:60])[CH3:59])=[O:56])[CH2:51][CH2:50]4)=[CH:45][CH:44]=3)[N:26]=[CH:27][C:22]=2[C:21]1=[O:32]. The yield is 0.610. (5) The reactants are [OH:1][C@@H:2]1[C@H:6]([OH:7])[C@@H:5]([CH2:8][OH:9])[O:4][C@H:3]1[N:10]1[CH:18]=[N:17][C:16]2[C:11]1=[N:12][C:13]([C:34]([O:36]C)=O)=[N:14][C:15]=2[NH:19][CH2:20][CH:21]([C:28]1[CH:33]=[CH:32][CH:31]=[CH:30][CH:29]=1)[C:22]1[CH:27]=[CH:26][CH:25]=[CH:24][CH:23]=1.[CH2:38]([NH2:41])[CH2:39][NH2:40]. The catalyst is ClCCl. The product is [NH2:40][CH2:39][CH2:38][NH:41][C:34]([C:13]1[N:12]=[C:11]2[C:16]([N:17]=[CH:18][N:10]2[C@H:3]2[C@H:2]([OH:1])[C@H:6]([OH:7])[C@@H:5]([CH2:8][OH:9])[O:4]2)=[C:15]([NH:19][CH2:20][CH:21]([C:28]2[CH:29]=[CH:30][CH:31]=[CH:32][CH:33]=2)[C:22]2[CH:27]=[CH:26][CH:25]=[CH:24][CH:23]=2)[N:14]=1)=[O:36]. The yield is 0.780. (6) The reactants are [NH2:1][C:2]1[CH:11]=[C:10]2[C:5]([CH:6]=[C:7]([C:15]3[C:16]([Cl:32])=[CH:17][C:18]([F:31])=[C:19]([NH:21][C:22]([NH:24][C:25]4[CH:30]=[CH:29][CH:28]=[CH:27][CH:26]=4)=[O:23])[CH:20]=3)[C:8](=[O:14])[N:9]2[CH2:12][CH3:13])=[CH:4][N:3]=1.[C:33](OC(=O)C)(=[O:35])[CH3:34]. The catalyst is CC#N. The product is [C:33]([NH:1][C:2]1[CH:11]=[C:10]2[C:5]([CH:6]=[C:7]([C:15]3[C:16]([Cl:32])=[CH:17][C:18]([F:31])=[C:19]([NH:21][C:22]([NH:24][C:25]4[CH:26]=[CH:27][CH:28]=[CH:29][CH:30]=4)=[O:23])[CH:20]=3)[C:8](=[O:14])[N:9]2[CH2:12][CH3:13])=[CH:4][N:3]=1)(=[O:35])[CH3:34]. The yield is 0.980. (7) The reactants are [CH2:1]([N:8]1[CH2:12][CH2:11][CH:10]([C:13]2[CH2:18][CH2:17][CH2:16][CH2:15][CH:14]=2)[C:9]1=[O:19])[C:2]1[CH:7]=[CH:6][CH:5]=[CH:4][CH:3]=1. The catalyst is [C].[Pd].CO. The product is [CH2:1]([N:8]1[CH2:12][CH2:11][CH:10]([CH:13]2[CH2:18][CH2:17][CH2:16][CH2:15][CH2:14]2)[C:9]1=[O:19])[C:2]1[CH:7]=[CH:6][CH:5]=[CH:4][CH:3]=1. The yield is 0.870.